From a dataset of M1 muscarinic receptor antagonist screen with 61,756 compounds. Binary Classification. Given a drug SMILES string, predict its activity (active/inactive) in a high-throughput screening assay against a specified biological target. (1) The drug is O(C(=O)C1CCCN(C1)C(=O)CCCOc1c2c(n(c(=O)c1)C)cccc2)CC. The result is 0 (inactive). (2) The drug is O=C(Nc1c(OC)cc(NC(=O)c2occc2)c(OC)c1)C1CCCCC1. The result is 0 (inactive).